From a dataset of Full USPTO retrosynthesis dataset with 1.9M reactions from patents (1976-2016). Predict the reactants needed to synthesize the given product. (1) Given the product [N:13]1([C:10]([C:6]2[N:5]=[C:4]3[N:3]=[CH:2][NH:1][C:9]3=[CH:8][CH:7]=2)=[O:12])[CH2:18][CH2:17][CH2:16][C@@H:15]2[C:19]3[CH:20]=[CH:21][CH:22]=[CH:23][C:24]=3[CH2:25][C@H:14]12, predict the reactants needed to synthesize it. The reactants are: [NH:1]1[C:9]2[C:4](=[N:5][C:6]([C:10]([OH:12])=O)=[CH:7][CH:8]=2)[N:3]=[CH:2]1.[NH:13]1[CH2:18][CH2:17][CH2:16][C@@H:15]2[C:19]3[CH:20]=[CH:21][CH:22]=[CH:23][C:24]=3[CH2:25][C@H:14]12.F[P-](F)(F)(F)(F)F.N1(OC(N(C)C)=[N+](C)C)C2N=CC=CC=2N=N1. (2) Given the product [C:1]([O:6][C:7]1[CH:12]=[CH:11][C:10]([P:13]([O:24][CH2:25][CH3:26])([CH2:15][P:16]([O:21][CH2:22][CH3:23])([O:18][CH2:19][CH3:20])=[O:17])=[O:14])=[CH:9][C:8]=1[C:27]([CH3:40])([CH3:39])[CH2:28][C:29]([O:31][CH2:32][C:33]1[CH:38]=[CH:37][CH:36]=[CH:35][CH:34]=1)=[O:30])(=[O:4])[CH2:2][CH3:3], predict the reactants needed to synthesize it. The reactants are: [C:1](Cl)(=[O:4])[CH2:2][CH3:3].[OH:6][C:7]1[CH:12]=[CH:11][C:10]([P:13]([O:24][CH2:25][CH3:26])([CH2:15][P:16]([O:21][CH2:22][CH3:23])([O:18][CH2:19][CH3:20])=[O:17])=[O:14])=[CH:9][C:8]=1[C:27]([CH3:40])([CH3:39])[CH2:28][C:29]([O:31][CH2:32][C:33]1[CH:38]=[CH:37][CH:36]=[CH:35][CH:34]=1)=[O:30].C(OCC)(=O)C. (3) Given the product [CH3:1][S:2]([OH:5])(=[O:4])=[O:3].[CH3:36][O:35][C:32]1[CH:31]=[CH:30][C:29]([C:28]2[O:27][C:26]([CH3:37])([CH3:38])[C:25](=[O:39])[CH:24]=2)=[CH:34][CH:33]=1, predict the reactants needed to synthesize it. The reactants are: [CH3:1][S:2]([OH:5])(=[O:4])=[O:3].ClC1N2C=CC=CC2=NC=1COC1C=CC([C:24]2[C:25](=[O:39])[C:26]([CH3:38])([CH3:37])[O:27][C:28]=2[C:29]2[CH:34]=[CH:33][C:32]([O:35][CH3:36])=[CH:31][CH:30]=2)=CC=1. (4) Given the product [C:1]([O:5][C:6](=[O:25])[NH:7][C@H:8]1[CH2:13][C@@H:12]([C:14]2[C:19]([F:20])=[CH:18][CH:17]=[C:16]([F:21])[C:15]=2[F:22])[C@@H:11]([CH3:23])[NH:10][C:9]1=[O:24])([CH3:3])([CH3:2])[CH3:4], predict the reactants needed to synthesize it. The reactants are: [C:1]([O:5][C:6](=[O:25])[NH:7][CH:8]1[CH2:13][C@@H:12]([C:14]2[C:19]([F:20])=[CH:18][CH:17]=[C:16]([F:21])[C:15]=2[F:22])[C@@H:11]([CH3:23])[NH:10][C:9]1=[O:24])([CH3:4])([CH3:3])[CH3:2].C(O[K])(C)(C)C. (5) Given the product [CH:22]([N:25]([CH3:36])[C:26]1[S:27][C:28]2[CH:34]=[C:33]([NH:35][C:13]([C:10]3[CH:9]=[C:8]([C:5]4[CH:4]=[CH:3][C:2]([Cl:1])=[CH:7][CH:6]=4)[O:12][N:11]=3)=[O:15])[CH:32]=[CH:31][C:29]=2[N:30]=1)([CH3:24])[CH3:23], predict the reactants needed to synthesize it. The reactants are: [Cl:1][C:2]1[CH:7]=[CH:6][C:5]([C:8]2[O:12][N:11]=[C:10]([C:13]([OH:15])=O)[CH:9]=2)=[CH:4][CH:3]=1.C(Cl)(=O)C(Cl)=O.[CH:22]([N:25]([CH3:36])[C:26]1[S:27][C:28]2[CH:34]=[C:33]([NH2:35])[CH:32]=[CH:31][C:29]=2[N:30]=1)([CH3:24])[CH3:23]. (6) Given the product [C:25]([C:16]1[CH:15]=[C:14]([NH:13][C:11](=[O:12])[CH2:10][CH2:9][CH2:8][C:5]2[CH:6]=[CH:7][C:2]([B:31]([OH:32])[OH:30])=[CH:3][CH:4]=2)[CH:19]=[CH:18][C:17]=1[S:20]([CH2:23][CH3:24])(=[O:22])=[O:21])#[N:26], predict the reactants needed to synthesize it. The reactants are: Br[C:2]1[CH:7]=[CH:6][C:5]([CH2:8][CH2:9][CH2:10][C:11]([NH:13][C:14]2[CH:19]=[CH:18][C:17]([S:20]([CH2:23][CH3:24])(=[O:22])=[O:21])=[C:16]([C:25]#[N:26])[CH:15]=2)=[O:12])=[CH:4][CH:3]=1.CC1(C)C[O:32][B:31](B2OCC(C)(C)CO2)[O:30]C1.C([O-])(=O)C.[K+].N(CCO)CCO.